Dataset: Reaction yield outcomes from USPTO patents with 853,638 reactions. Task: Predict the reaction yield, written as a fraction of the theoretical maximum amount of product (1.0 means a 100% yield; for example, 0.34 means a 34% yield). The reactants are [Cl:1][C:2]1[CH:3]=[CH:4][C:5]([C:8]([OH:10])=O)=[N:6][CH:7]=1.S(Cl)(Cl)=O.[OH-].[NH4+:16]. The catalyst is CN(C=O)C. The product is [Cl:1][C:2]1[CH:3]=[CH:4][C:5]([C:8]([NH2:16])=[O:10])=[N:6][CH:7]=1. The yield is 0.870.